Dataset: Catalyst prediction with 721,799 reactions and 888 catalyst types from USPTO. Task: Predict which catalyst facilitates the given reaction. (1) Reactant: Br[C:2]1[CH:11]=[CH:10][CH:9]=[CH:8][C:3]=1[C:4]([O:6][CH3:7])=[O:5].[CH3:12][C:13]1([CH:17]2[CH2:22]C(=O)[CH2:20][CH2:19][O:18]2)[CH2:16][O:15][CH2:14]1.C(=O)([O-])[O-].[Cs+].[Cs+].CC1(C)C2C(=C(P(C3C=CC=CC=3)C3C=CC=CC=3)C=CC=2)OC2C(P(C3C=CC=CC=3)C3C=CC=CC=3)=CC=CC1=2. Product: [CH3:12][C:13]1([CH:17]2[O:18][CH2:19][C:20]3[C:2]4[CH:11]=[CH:10][CH:9]=[CH:8][C:3]=4[C:4](=[O:5])[O:6][C:7]=3[CH2:22]2)[CH2:16][O:15][CH2:14]1. The catalyst class is: 187. (2) Reactant: [Si:1]([O:8][C@@H:9]([CH2:36][O:37][Si:38]([C:41]([CH3:44])([CH3:43])[CH3:42])([CH3:40])[CH3:39])[CH2:10][CH2:11][C:12]1[C:13](=[O:35])[CH2:14][C@H:15]2[C:24]=1[C@H:23](O[Si](C(C)(C)C)(C)C)[C:22]1[C:17](=[C:18]([O:33][CH3:34])[CH:19]=[CH:20][CH:21]=1)[CH2:16]2)([C:4]([CH3:7])([CH3:6])[CH3:5])([CH3:3])[CH3:2].C(=O)(O)[O-].[K+].[H][H].C(OCC)(=O)C.CCCCCCC. Product: [Si:1]([O:8][C@@H:9]([CH2:36][O:37][Si:38]([C:41]([CH3:44])([CH3:43])[CH3:42])([CH3:39])[CH3:40])[CH2:10][CH2:11][CH:12]1[C@H:24]2[CH2:23][C:22]3[C:17]([CH2:16][C@H:15]2[CH2:14][C:13]1=[O:35])=[C:18]([O:33][CH3:34])[CH:19]=[CH:20][CH:21]=3)([C:4]([CH3:5])([CH3:6])[CH3:7])([CH3:3])[CH3:2]. The catalyst class is: 19. (3) Reactant: [NH:1]1[CH:5]=[CH:4][N:3]=[N:2]1.[H-].[Na+].[S:8]1[C:12]2[CH:13]=[CH:14][CH:15]=[CH:16][C:11]=2[N:10]=[C:9]1[CH:17]([O:32][CH:33]1[CH2:38][CH2:37][N:36]([CH3:39])[CH2:35][CH2:34]1)[C:18]1[CH:19]=[C:20]([S:24][CH2:25][CH2:26]OS(C)(=O)=O)[CH:21]=[CH:22][CH:23]=1.O. Product: [CH3:39][N:36]1[CH2:37][CH2:38][CH:33]([O:32][CH:17]([C:18]2[CH:23]=[CH:22][CH:21]=[C:20]([S:24][CH2:25][CH2:26][N:2]3[N:3]=[CH:4][CH:5]=[N:1]3)[CH:19]=2)[C:9]2[S:8][C:12]3[CH:13]=[CH:14][CH:15]=[CH:16][C:11]=3[N:10]=2)[CH2:34][CH2:35]1. The catalyst class is: 9. (4) Reactant: [CH3:1][O:2][C:3]([C:5]1[S:9][C:8]2[CH:10]=[CH:11][CH:12]=[CH:13][C:7]=2[C:6]=1[CH3:14])=[O:4].C1C(=O)N([Br:22])C(=O)C1.C(OOC(=O)C1C=CC=CC=1)(=O)C1C=CC=CC=1. Product: [CH3:1][O:2][C:3]([C:5]1[S:9][C:8]2[CH:10]=[CH:11][CH:12]=[CH:13][C:7]=2[C:6]=1[CH2:14][Br:22])=[O:4]. The catalyst class is: 48. (5) Reactant: [CH2:1]([NH:3][C:4](=[O:39])[NH:5][C:6]1[S:7][C:8]2[C:14]([C:15]3[CH:20]=[CH:19][CH:18]=[CH:17][N:16]=3)=[CH:13][C:12]([C:21]3[CH:22]=[C:23]([N:27]4[CH2:32][CH2:31][C:30]([CH3:38])([C:33]([O:35]CC)=[O:34])[CH2:29][CH2:28]4)[N:24]=[N:25][CH:26]=3)=[CH:11][C:9]=2[N:10]=1)[CH3:2].CC(C)([O-])C.[K+].O. Product: [CH2:1]([NH:3][C:4](=[O:39])[NH:5][C:6]1[S:7][C:8]2[C:14]([C:15]3[CH:20]=[CH:19][CH:18]=[CH:17][N:16]=3)=[CH:13][C:12]([C:21]3[CH:22]=[C:23]([N:27]4[CH2:32][CH2:31][C:30]([CH3:38])([C:33]([OH:35])=[O:34])[CH2:29][CH2:28]4)[N:24]=[N:25][CH:26]=3)=[CH:11][C:9]=2[N:10]=1)[CH3:2]. The catalyst class is: 16. (6) Reactant: Br[C:2]1[CH:3]=[CH:4][C:5]2[N:6]([CH:8]=[C:9]([C:11]([F:14])([F:13])[F:12])[N:10]=2)[CH:7]=1.C[S-:16].[Na+]. Product: [F:12][C:11]([F:14])([F:13])[C:9]1[N:10]=[C:5]2[CH:4]=[CH:3][C:2]([SH:16])=[CH:7][N:6]2[CH:8]=1. The catalyst class is: 44. (7) Reactant: [F:1][C:2]1[CH:7]=[CH:6][C:5]([S:8][CH2:9][C:10]([OH:12])=O)=[CH:4][CH:3]=1.[CH2:13]([NH:15][CH:16]1[CH2:21][CH2:20][CH2:19][CH2:18][CH2:17]1)[CH3:14].O.ON1C2C=CC=CC=2N=N1.Cl.CN(C)CCCN=C=NCC.Cl. Product: [CH:16]1([N:15]([CH2:13][CH3:14])[C:10](=[O:12])[CH2:9][S:8][C:5]2[CH:4]=[CH:3][C:2]([F:1])=[CH:7][CH:6]=2)[CH2:21][CH2:20][CH2:19][CH2:18][CH2:17]1. The catalyst class is: 9. (8) Reactant: [NH:1]1[C:9]2[C:4](=[CH:5][CH:6]=[CH:7][CH:8]=2)[C:3]([CH2:10][C:11]2[C:16]([CH2:17][CH2:18][CH2:19][CH3:20])=[CH:15][C:14]([NH2:21])=[CH:13][C:12]=2[OH:22])=[CH:2]1.C(N(C(C)C)CC)(C)C.Cl[C:33](OC1C=CC([N+]([O-])=O)=CC=1)=[O:34].[CH3:45][N:46]1[CH2:51][CH2:50][N:49]([CH2:52][CH2:53][NH2:54])[CH2:48][CH2:47]1. Product: [NH:1]1[C:9]2[C:4](=[CH:5][CH:6]=[CH:7][CH:8]=2)[C:3]([CH2:10][C:11]2[C:12]([OH:22])=[CH:13][C:14]([NH:21][C:33]([NH:54][CH2:53][CH2:52][N:49]3[CH2:50][CH2:51][N:46]([CH3:45])[CH2:47][CH2:48]3)=[O:34])=[CH:15][C:16]=2[CH2:17][CH2:18][CH2:19][CH3:20])=[CH:2]1. The catalyst class is: 1. (9) The catalyst class is: 96. Reactant: [CH3:1][O:2][C:3](=[O:13])[C:4]1[CH:9]=[CH:8][C:7]([C:10](Cl)=[O:11])=[CH:6][CH:5]=1.[CH3:14][NH2:15].CO. Product: [CH3:1][O:2][C:3](=[O:13])[C:4]1[CH:9]=[CH:8][C:7]([C:10]([NH:15][CH3:14])=[O:11])=[CH:6][CH:5]=1.